Dataset: Forward reaction prediction with 1.9M reactions from USPTO patents (1976-2016). Task: Predict the product of the given reaction. (1) The product is: [CH:26]([C:28]1[O:1][N:2]=[C:3]([N:5]2[CH2:6][CH2:7][N:8]([C:11]([O:13][C:14]([CH3:17])([CH3:16])[CH3:15])=[O:12])[CH2:9][CH2:10]2)[N:4]=1)([CH3:27])[CH3:25]. Given the reactants [OH:1]/[N:2]=[C:3](/[N:5]1[CH2:10][CH2:9][N:8]([C:11]([O:13][C:14]([CH3:17])([CH3:16])[CH3:15])=[O:12])[CH2:7][CH2:6]1)\[NH2:4].C(N(CC)CC)C.[C:25](Cl)(=O)[CH:26]([CH3:28])[CH3:27], predict the reaction product. (2) Given the reactants [CH3:1][C:2]([S:8][CH2:9][C:10]([OH:12])=[O:11])([CH3:7])[C:3](=[O:6])[CH2:4][CH3:5].[Br-:13].[Br-].[Br-].C1([N+](C)(C)C)C=CC=CC=1.C1([N+](C)(C)C)C=CC=CC=1.C1([N+](C)(C)C)C=CC=CC=1.O, predict the reaction product. The product is: [Br:13][CH:4]([CH3:5])[C:3](=[O:6])[C:2]([S:8][CH2:9][C:10]([OH:12])=[O:11])([CH3:1])[CH3:7].